This data is from Full USPTO retrosynthesis dataset with 1.9M reactions from patents (1976-2016). The task is: Predict the reactants needed to synthesize the given product. Given the product [F:52][C@@H:49]1[CH2:50][CH2:51][N:47]([CH2:46][CH2:45][C:43]2[N:44]=[C:40]([C:37]3[CH:38]=[CH:39][C:34]([C:27]4[CH:28]=[CH:29][C:24]([S:21]([CH3:20])(=[O:23])=[O:22])=[CH:25][CH:26]=4)=[CH:35][CH:36]=3)[O:41][C:42]=2[CH3:53])[CH2:48]1, predict the reactants needed to synthesize it. The reactants are: C1(P(C2C=CC=CC=2)C2C=CC=CC=2)C=CC=CC=1.[CH3:20][S:21]([C:24]1[CH:29]=[CH:28][C:27](B(O)O)=[CH:26][CH:25]=1)(=[O:23])=[O:22].Br[C:34]1[CH:39]=[CH:38][C:37]([C:40]2[O:41][C:42]([CH3:53])=[C:43]([CH2:45][CH2:46][N:47]3[CH2:51][CH2:50][C@H:49]([F:52])[CH2:48]3)[N:44]=2)=[CH:36][CH:35]=1.C(=O)([O-])[O-].[K+].[K+].